Dataset: Forward reaction prediction with 1.9M reactions from USPTO patents (1976-2016). Task: Predict the product of the given reaction. (1) Given the reactants [Br:1][C:2]1[CH:11]=[C:10]2[C:5]([CH:6]=[CH:7][C:8](I)=[N:9]2)=[CH:4][CH:3]=1.C([Sn](CCCC)(CCCC)[C:18]([O:20]CC)=[CH2:19])CCC.Cl, predict the reaction product. The product is: [Br:1][C:2]1[CH:11]=[C:10]2[C:5]([CH:6]=[CH:7][C:8]([C:18](=[O:20])[CH3:19])=[N:9]2)=[CH:4][CH:3]=1. (2) Given the reactants [CH3:1][N:2]1[C:6]2[CH:7]=[CH:8][C:9]([N:11]3[CH:16]=[C:15]([C:17]([O:19][CH2:20][CH3:21])=[O:18])[C:14](=[O:22])[NH:13][C:12]3=[O:23])=[CH:10][C:5]=2[N:4]([CH3:24])[C:3]1=[O:25].[F:26][C:27]([F:39])([F:38])[C:28]1[CH:36]=[CH:35][CH:34]=[C:33]2[C:29]=1[CH2:30][CH2:31][C@H:32]2O.C1(P(C2C=CC=CC=2)C2C=CC=CC=2)C=CC=CC=1.N(C(OC(C)C)=O)=NC(OC(C)C)=O.Cl, predict the reaction product. The product is: [CH3:1][N:2]1[C:6]2[CH:7]=[CH:8][C:9]([N:11]3[CH:16]=[C:15]([C:17]([O:19][CH2:20][CH3:21])=[O:18])[C:14](=[O:22])[N:13]([CH:32]([C:33]4[CH:34]=[CH:35][CH:36]=[C:28]([C:27]([F:26])([F:38])[F:39])[C:29]=4[CH3:30])[CH3:31])[C:12]3=[O:23])=[CH:10][C:5]=2[N:4]([CH3:24])[C:3]1=[O:25]. (3) The product is: [C:24]([CH2:23][CH2:22][CH2:21][CH2:20][CH2:19][CH2:18][N:12]([CH2:11]/[CH:10]=[CH:9]/[C:4]1[CH:5]=[C:6]([Cl:8])[CH:7]=[C:2]([Cl:1])[CH:3]=1)[S:13]([CH3:16])(=[O:15])=[O:14])#[N:25]. Given the reactants [Cl:1][C:2]1[CH:3]=[C:4](/[CH:9]=[CH:10]/[CH2:11][NH:12][S:13]([CH3:16])(=[O:15])=[O:14])[CH:5]=[C:6]([Cl:8])[CH:7]=1.Br[CH2:18][CH2:19][CH2:20][CH2:21][CH2:22][CH2:23][C:24]#[N:25], predict the reaction product.